This data is from Full USPTO retrosynthesis dataset with 1.9M reactions from patents (1976-2016). The task is: Predict the reactants needed to synthesize the given product. Given the product [F:1][C:2]1[CH:3]=[C:4]([CH:10]2[C:11]3[O:15][C:19](=[O:20])[NH:18][C:16](=[O:17])[C:12]=3[CH2:13][CH2:14]2)[CH:5]=[C:6]([F:9])[C:7]=1[F:8], predict the reactants needed to synthesize it. The reactants are: [F:1][C:2]1[CH:3]=[C:4]([CH:10]2[CH2:14][CH2:13][CH2:12][C:11]2=[O:15])[CH:5]=[C:6]([F:9])[C:7]=1[F:8].[C:16](Cl)([N:18]=[C:19]=[O:20])=[O:17].